Dataset: Catalyst prediction with 721,799 reactions and 888 catalyst types from USPTO. Task: Predict which catalyst facilitates the given reaction. (1) Reactant: [CH2:1]([C:3]1[N:8]=[C:7]([C:9]2[N:14]=[CH:13][C:12]3[CH:15]=[N:16][N:17]([C:18]4[N:23]=[C:22]([N:24]5[CH2:29][CH2:28][CH2:27][C@H:26]([NH:30]C(=O)OC(C)(C)C)[CH2:25]5)[CH:21]=[CH:20][CH:19]=4)[C:11]=3[CH:10]=2)[CH:6]=[N:5][CH:4]=1)[CH3:2].O1CCOCC1. Product: [CH2:1]([C:3]1[N:8]=[C:7]([C:9]2[N:14]=[CH:13][C:12]3[CH:15]=[N:16][N:17]([C:18]4[N:23]=[C:22]([N:24]5[CH2:29][CH2:28][CH2:27][C@H:26]([NH2:30])[CH2:25]5)[CH:21]=[CH:20][CH:19]=4)[C:11]=3[CH:10]=2)[CH:6]=[N:5][CH:4]=1)[CH3:2]. The catalyst class is: 33. (2) Reactant: [NH2:1][CH2:2][CH2:3][CH2:4][CH2:5][CH2:6][C:7]([OH:9])=[O:8].[I:10][CH2:11][C:12](O[C:12](=[O:13])[CH2:11][I:10])=[O:13].C(Cl)Cl.CO.CC(O)=O.CCOC(C)=O. Product: [I:10][CH2:11][C:12]([NH:1][CH2:2][CH2:3][CH2:4][CH2:5][CH2:6][C:7]([OH:9])=[O:8])=[O:13]. The catalyst class is: 12. (3) Reactant: Cl[C:2]1[N:3]=[C:4]([OH:12])[C:5]2[CH:11]=[CH:10][N:9]=[CH:8][C:6]=2[N:7]=1.[CH3:13][N:14]([C:22]1[CH:27]=[CH:26][CH:25]=[C:24]([N:28]2[CH2:33][CH2:32][N:31]([CH3:34])[CH2:30][CH2:29]2)[CH:23]=1)[C:15]1[CH:20]=[CH:19][C:18]([OH:21])=[CH:17][CH:16]=1.C([O-])([O-])=O.[Cs+].[Cs+]. Product: [CH3:13][N:14]([C:22]1[CH:27]=[CH:26][CH:25]=[C:24]([N:28]2[CH2:29][CH2:30][N:31]([CH3:34])[CH2:32][CH2:33]2)[CH:23]=1)[C:15]1[CH:16]=[CH:17][C:18]([O:21][C:2]2[N:3]=[C:4]([OH:12])[C:5]3[CH:11]=[CH:10][N:9]=[CH:8][C:6]=3[N:7]=2)=[CH:19][CH:20]=1. The catalyst class is: 122. (4) Reactant: [N+:1]([C:4]1[CH:29]=[CH:28][C:7]([C:8]([O:10][CH2:11][C@H:12]2[C:17]([CH3:19])([CH3:18])[CH2:16][O:15][C@@H](C3C=CC(OC)=CC=3)[O:13]2)=[O:9])=[CH:6][CH:5]=1)([O-:3])=[O:2]. Product: [N+:1]([C:4]1[CH:5]=[CH:6][C:7]([C:8]([O:10][CH2:11][C@H:12]([OH:13])[C:17]([CH3:18])([CH3:19])[CH2:16][OH:15])=[O:9])=[CH:28][CH:29]=1)([O-:3])=[O:2]. The catalyst class is: 559. (5) Reactant: [OH-].[Na+].[C:3]([O:7][C@@H:8]([C:15]1[C:16]([CH3:45])=[N:17][C:18]([CH3:44])=[C:19]([C:28]2[CH:33]=[CH:32][C:31]([O:34][CH2:35][CH2:36][C:37]3[CH:42]=[CH:41][C:40]([F:43])=[CH:39][CH:38]=3)=[CH:30][CH:29]=2)[C:20]=1[N:21]1[CH2:24][CH:23]([CH:25]([CH3:27])[CH3:26])[CH2:22]1)[C:9]([O:11]C(C)C)=[O:10])([CH3:6])([CH3:5])[CH3:4].Cl. Product: [C:3]([O:7][C@@H:8]([C:15]1[C:16]([CH3:45])=[N:17][C:18]([CH3:44])=[C:19]([C:28]2[CH:29]=[CH:30][C:31]([O:34][CH2:35][CH2:36][C:37]3[CH:42]=[CH:41][C:40]([F:43])=[CH:39][CH:38]=3)=[CH:32][CH:33]=2)[C:20]=1[N:21]1[CH2:24][CH:23]([CH:25]([CH3:27])[CH3:26])[CH2:22]1)[C:9]([OH:11])=[O:10])([CH3:6])([CH3:4])[CH3:5]. The catalyst class is: 8. (6) Reactant: [CH:1]([NH:3][CH2:4][C:5]([OH:7])=O)=[O:2].[CH2:8]1CC[CH:11]([N:14]=C=[N:14][CH:11]2CC[CH2:8][CH2:9][CH2:10]2)[CH2:10][CH2:9]1.[CH:23]1C=CC2N(O)N=NC=2C=1.CN1[CH2:39][CH2:38][O:37][CH2:36]C1.[CH2:40]1[CH2:44][O:43][CH2:42][CH2:41]1. Product: [CH:1]([NH:3][CH2:4][C:5]([NH:14][CH2:11][CH2:10][C:9]1[CH:8]=[CH:40][C:44]([O:43][CH:42]([CH3:41])[CH3:23])=[C:38]([O:37][CH3:36])[CH:39]=1)=[O:7])=[O:2]. The catalyst class is: 28. (7) Reactant: [NH2:1][C:2]1[C:3]([C:15]([NH2:17])=[O:16])=[CH:4][C:5]2[C:13]3[C:8](=[CH:9][CH:10]=[CH:11][CH:12]=3)[NH:7][C:6]=2[N:14]=1.C(=O)([O-])[O-].[Cs+].[Cs+].I[CH:25]1[CH2:28][N:27]([C:29]([O:31][C:32]([CH3:35])([CH3:34])[CH3:33])=[O:30])[CH2:26]1. Product: [NH2:1][C:2]1[C:3]([C:15]([NH2:17])=[O:16])=[CH:4][C:5]2[C:13]3[C:8](=[CH:9][CH:10]=[CH:11][CH:12]=3)[N:7]([CH:25]3[CH2:26][N:27]([C:29]([O:31][C:32]([CH3:35])([CH3:34])[CH3:33])=[O:30])[CH2:28]3)[C:6]=2[N:14]=1. The catalyst class is: 9. (8) Reactant: [F:1][C:2]1[CH:3]=[C:4]([CH:6]=[C:7]([I:9])[CH:8]=1)[NH2:5].[CH3:10][O:11][C:12]1[CH:13]=[C:14]2[C:18](=[CH:19][C:20]=1[C:21]([F:24])([F:23])[F:22])[NH:17][CH2:16][CH2:15]2.[OH2:25].Cl[CH2:27]Cl. Product: [F:1][C:2]1[CH:3]=[C:4]([NH:5][C:27]([N:17]2[C:18]3[C:14](=[CH:13][C:12]([O:11][CH3:10])=[C:20]([C:21]([F:24])([F:22])[F:23])[CH:19]=3)[CH2:15][CH2:16]2)=[O:25])[CH:6]=[C:7]([I:9])[CH:8]=1. The catalyst class is: 9.